From a dataset of NCI-60 drug combinations with 297,098 pairs across 59 cell lines. Regression. Given two drug SMILES strings and cell line genomic features, predict the synergy score measuring deviation from expected non-interaction effect. Drug 1: CCCS(=O)(=O)NC1=C(C(=C(C=C1)F)C(=O)C2=CNC3=C2C=C(C=N3)C4=CC=C(C=C4)Cl)F. Drug 2: CC1C(C(CC(O1)OC2CC(OC(C2O)C)OC3=CC4=CC5=C(C(=O)C(C(C5)C(C(=O)C(C(C)O)O)OC)OC6CC(C(C(O6)C)O)OC7CC(C(C(O7)C)O)OC8CC(C(C(O8)C)O)(C)O)C(=C4C(=C3C)O)O)O)O. Cell line: NCI-H322M. Synergy scores: CSS=17.8, Synergy_ZIP=25.5, Synergy_Bliss=29.4, Synergy_Loewe=24.3, Synergy_HSA=23.4.